Dataset: TCR-epitope binding with 47,182 pairs between 192 epitopes and 23,139 TCRs. Task: Binary Classification. Given a T-cell receptor sequence (or CDR3 region) and an epitope sequence, predict whether binding occurs between them. (1) The epitope is RAKFKQLL. The TCR CDR3 sequence is CATSEGGSNTGELFF. Result: 0 (the TCR does not bind to the epitope). (2) The epitope is FLLNKEMYL. The TCR CDR3 sequence is CASSPYPGLAPDTQYF. Result: 0 (the TCR does not bind to the epitope). (3) The epitope is YLNTLTLAV. The TCR CDR3 sequence is CASSYALGTSVYNEQFF. Result: 1 (the TCR binds to the epitope). (4) The epitope is GTSGSPIINR. The TCR CDR3 sequence is CSARDLGTSKQYEQYF. Result: 0 (the TCR does not bind to the epitope). (5) The epitope is NEGVKAAW. The TCR CDR3 sequence is CASTGTVDEQYF. Result: 0 (the TCR does not bind to the epitope). (6) The epitope is RLRAEAQVK. The TCR CDR3 sequence is CSATGTQANYGYTF. Result: 1 (the TCR binds to the epitope). (7) The epitope is KLVALGINAV. The TCR CDR3 sequence is CASSIAGSAYEQYF. Result: 1 (the TCR binds to the epitope). (8) The epitope is GILGFVFTL. The TCR CDR3 sequence is CASSIRSSETQYF. Result: 1 (the TCR binds to the epitope). (9) The epitope is TPRVTGGGAM. The TCR CDR3 sequence is CSARDGKGNGYTF. Result: 0 (the TCR does not bind to the epitope). (10) The epitope is AVFDRKSDAK. The TCR CDR3 sequence is CASSWTRKDYGYTF. Result: 0 (the TCR does not bind to the epitope).